This data is from Forward reaction prediction with 1.9M reactions from USPTO patents (1976-2016). The task is: Predict the product of the given reaction. (1) Given the reactants [CH:1]12[O:8][CH:5]([CH2:6][CH2:7]1)[CH2:4][N:3]([C:9]1[CH:14]=[C:13](Cl)[N:12]=[C:11]([OH:16])[N:10]=1)[CH2:2]2.Cl.[CH:18]12[O:25][CH:22]([CH2:23][CH2:24]1)[CH2:21][NH:20][CH2:19]2.CCN(C(C)C)C(C)C, predict the reaction product. The product is: [CH:1]12[O:8][CH:5]([CH2:6][CH2:7]1)[CH2:4][N:3]([C:9]1[CH:14]=[C:13]([N:20]3[CH2:19][CH:18]4[O:25][CH:22]([CH2:23][CH2:24]4)[CH2:21]3)[N:12]=[C:11]([OH:16])[N:10]=1)[CH2:2]2. (2) Given the reactants Br[C:2]1[CH:3]=[C:4]([S:11]([NH:14][C:15]2[C:20]([O:21][CH3:22])=[CH:19][C:18]([Cl:23])=[CH:17][N:16]=2)(=[O:13])=[O:12])[CH:5]=[N:6][C:7]=1[N:8]([CH3:10])[CH3:9].[CH3:24][S-:25].[Na+].C([O-])([O-])=O.[K+].[K+], predict the reaction product. The product is: [Cl:23][C:18]1[CH:19]=[C:20]([O:21][CH3:22])[C:15]([NH:14][S:11]([C:4]2[CH:5]=[N:6][C:7]([N:8]([CH3:10])[CH3:9])=[C:2]([S:25][CH3:24])[CH:3]=2)(=[O:13])=[O:12])=[N:16][CH:17]=1.